This data is from Forward reaction prediction with 1.9M reactions from USPTO patents (1976-2016). The task is: Predict the product of the given reaction. Given the reactants [C:1](Cl)(=[O:5])[CH:2]([CH3:4])[CH3:3].[Cl-].[Al+3].[Cl-].[Cl-].[C:11]([O:14][CH2:15][CH2:16][C:17]1[CH:22]=[CH:21][CH:20]=[CH:19][CH:18]=1)(=[O:13])[CH3:12].Cl, predict the reaction product. The product is: [C:11]([O:14][CH2:15][CH2:16][C:17]1[CH:22]=[CH:21][C:20]([C:1](=[O:5])[CH:2]([CH3:4])[CH3:3])=[CH:19][CH:18]=1)(=[O:13])[CH3:12].